Dataset: Forward reaction prediction with 1.9M reactions from USPTO patents (1976-2016). Task: Predict the product of the given reaction. Given the reactants [CH3:1][C:2]1[C:11]([N+:12]([O-])=O)=[C:10]([CH3:15])[CH:9]=[CH:8][C:3]=1[C:4]([O:6][CH3:7])=[O:5], predict the reaction product. The product is: [NH2:12][C:11]1[C:2]([CH3:1])=[C:3]([CH:8]=[CH:9][C:10]=1[CH3:15])[C:4]([O:6][CH3:7])=[O:5].